The task is: Predict which catalyst facilitates the given reaction.. This data is from Catalyst prediction with 721,799 reactions and 888 catalyst types from USPTO. (1) Reactant: [F:1][C:2]1[CH:3]=[C:4]([CH:33]=[CH:34][CH:35]=1)[O:5][C:6]1[CH:7]=[C:8]([NH:26][CH2:27][CH2:28][C:29]([F:32])([F:31])[F:30])[C:9]2[N:13]=[CH:12][N:11]([C:14]3[CH:23]=[CH:22][C:17]([C:18]([O:20]C)=[O:19])=[C:16]([CH3:24])[CH:15]=3)[C:10]=2[CH:25]=1.CO.[OH-].[Li+].Cl. Product: [F:1][C:2]1[CH:3]=[C:4]([CH:33]=[CH:34][CH:35]=1)[O:5][C:6]1[CH:7]=[C:8]([NH:26][CH2:27][CH2:28][C:29]([F:31])([F:32])[F:30])[C:9]2[N:13]=[CH:12][N:11]([C:14]3[CH:23]=[CH:22][C:17]([C:18]([OH:20])=[O:19])=[C:16]([CH3:24])[CH:15]=3)[C:10]=2[CH:25]=1. The catalyst class is: 30. (2) Reactant: [S:1]1[C:5]2[CH:6]=[CH:7][CH:8]=[CH:9][C:4]=2[N:3]=[C:2]1[N:10](COCC[Si](C)(C)C)[C:11]([C:13]1[CH:14]=[CH:15][CH:16]=[C:17]2[C:22]=1[CH2:21][N:20]([C:23]1[N:28]=[C:27]([C:29]([O:31]C(C)(C)C)=[O:30])[C:26]([CH2:36][CH2:37][CH2:38][O:39][C:40]3[CH:45]=[CH:44][CH:43]=[CH:42][CH:41]=3)=[CH:25][CH:24]=1)[CH2:19][CH2:18]2)=[O:12].O.Cl. Product: [S:1]1[C:5]2[CH:6]=[CH:7][CH:8]=[CH:9][C:4]=2[N:3]=[C:2]1[NH:10][C:11]([C:13]1[CH:14]=[CH:15][CH:16]=[C:17]2[C:22]=1[CH2:21][N:20]([C:23]1[N:28]=[C:27]([C:29]([OH:31])=[O:30])[C:26]([CH2:36][CH2:37][CH2:38][O:39][C:40]3[CH:41]=[CH:42][CH:43]=[CH:44][CH:45]=3)=[CH:25][CH:24]=1)[CH2:19][CH2:18]2)=[O:12]. The catalyst class is: 14.